This data is from Catalyst prediction with 721,799 reactions and 888 catalyst types from USPTO. The task is: Predict which catalyst facilitates the given reaction. Reactant: [OH:1][C:2]1[CH:7]=[C:6]([O:8][CH3:9])[CH:5]=[CH:4][C:3]=1[C:10]([C:12]1[CH:17]=[CH:16][C:15]([OH:18])=[CH:14][CH:13]=1)=O.[C:19](OC(=O)C)(=[O:21])[CH3:20].C(N(CC)CC)C.[F:33][C:34]1[CH:39]=[CH:38][C:37]([CH2:40][C:41]([OH:43])=O)=[CH:36][CH:35]=1. Product: [C:19]([O:18][C:15]1[CH:16]=[CH:17][C:12]([C:10]2[C:3]3[C:2](=[CH:7][C:6]([O:8][CH3:9])=[CH:5][CH:4]=3)[O:1][C:41](=[O:43])[C:40]=2[C:37]2[CH:36]=[CH:35][C:34]([F:33])=[CH:39][CH:38]=2)=[CH:13][CH:14]=1)(=[O:21])[CH3:20]. The catalyst class is: 84.